Dataset: Reaction yield outcomes from USPTO patents with 853,638 reactions. Task: Predict the reaction yield, written as a fraction of the theoretical maximum amount of product (1.0 means a 100% yield; for example, 0.34 means a 34% yield). (1) The catalyst is CCOC(C)=O.C(#N)C. The yield is 0.890. The reactants are [CH3:1][O:2][C:3](=[O:12])[C:4]1[CH:9]=[CH:8][C:7]([OH:10])=[CH:6][C:5]=1[CH3:11].C([O-])([O-])=O.[K+].[K+].Cl.Cl[CH2:21][C:22]1[CH:27]=[CH:26][CH:25]=[CH:24][N:23]=1.Cl. The product is [CH3:1][O:2][C:3](=[O:12])[C:4]1[CH:9]=[CH:8][C:7]([O:10][CH2:21][C:22]2[CH:27]=[CH:26][CH:25]=[CH:24][N:23]=2)=[CH:6][C:5]=1[CH3:11]. (2) The reactants are Br[C:2]1[CH:3]=[N:4][N:5]2[CH:10]=[CH:9][C:8]([N:11]3[C@H:15]4[CH2:16][CH2:17][CH2:18][CH2:19][C@H:14]4[O:13][C:12]3=[O:20])=[N:7][C:6]=12.[F:21][C:22]1[CH:27]=[C:26](B2OC(C)(C)C(C)(C)O2)[CH:25]=[CH:24][C:23]=1[C:37]1[N:41]([CH2:42][O:43][CH2:44][CH2:45][Si:46]([CH3:49])([CH3:48])[CH3:47])[N:40]=[CH:39][N:38]=1. No catalyst specified. The yield is 0.520. The product is [F:21][C:22]1[CH:27]=[C:26]([C:2]2[CH:3]=[N:4][N:5]3[CH:10]=[CH:9][C:8]([N:11]4[C@H:15]5[CH2:16][CH2:17][CH2:18][CH2:19][C@H:14]5[O:13][C:12]4=[O:20])=[N:7][C:6]=23)[CH:25]=[CH:24][C:23]=1[C:37]1[N:41]([CH2:42][O:43][CH2:44][CH2:45][Si:46]([CH3:49])([CH3:48])[CH3:47])[N:40]=[CH:39][N:38]=1. (3) The reactants are C(Cl)(=O)C(Cl)=O.CS(C)=O.[CH:11]1([CH:16]([N:20]2[CH:24]=[C:23]([C:25]3[C:26]4[CH:33]=[CH:32][N:31]([CH2:34][O:35][CH2:36][CH2:37][Si:38]([CH3:41])([CH3:40])[CH3:39])[C:27]=4[N:28]=[CH:29][N:30]=3)[CH:22]=[N:21]2)[CH2:17][CH2:18][OH:19])[CH2:15][CH2:14][CH2:13][CH2:12]1.O. The catalyst is C(Cl)Cl. The product is [CH:11]1([CH:16]([N:20]2[CH:24]=[C:23]([C:25]3[C:26]4[CH:33]=[CH:32][N:31]([CH2:34][O:35][CH2:36][CH2:37][Si:38]([CH3:39])([CH3:41])[CH3:40])[C:27]=4[N:28]=[CH:29][N:30]=3)[CH:22]=[N:21]2)[CH2:17][CH:18]=[O:19])[CH2:15][CH2:14][CH2:13][CH2:12]1. The yield is 0.820. (4) The reactants are [Br:1][C:2]1[CH:18]=[CH:17][CH:16]=[CH:15][C:3]=1[CH2:4][S:5]([N:8]1[CH2:13][CH2:12][CH:11]([NH2:14])[CH2:10][CH2:9]1)(=[O:7])=[O:6].Cl.CCN(CC)CC.[C:27](Cl)(=[O:29])[CH3:28]. The catalyst is C(Cl)Cl. The product is [Br:1][C:2]1[CH:18]=[CH:17][CH:16]=[CH:15][C:3]=1[CH2:4][S:5]([N:8]1[CH2:13][CH2:12][CH:11]([NH:14][C:27](=[O:29])[CH3:28])[CH2:10][CH2:9]1)(=[O:6])=[O:7]. The yield is 0.890. (5) The reactants are Cl[C:2]([O:4][CH2:5][CH:6]=[CH2:7])=[O:3].[NH2:8][C:9]1[CH:14]=[C:13]([O:15][Si:16]([CH:23]([CH3:25])[CH3:24])([CH:20]([CH3:22])[CH3:21])[CH:17]([CH3:19])[CH3:18])[C:12]([O:26][CH3:27])=[CH:11][C:10]=1[C:28]([N:30]1[CH:34]=[C:33](/[CH:35]=[CH:36]/[CH3:37])[CH2:32][C@H:31]1[CH2:38][O:39][Si:40]([C:43]([CH3:46])([CH3:45])[CH3:44])([CH3:42])[CH3:41])=[O:29].N1C=CC=CC=1. The catalyst is C(Cl)Cl. The product is [Si:40]([O:39][CH2:38][C@@H:31]1[CH2:32][C:33](/[CH:35]=[CH:36]/[CH3:37])=[CH:34][N:30]1[C:28]([C:10]1[CH:11]=[C:12]([O:26][CH3:27])[C:13]([O:15][Si:16]([CH:17]([CH3:19])[CH3:18])([CH:23]([CH3:25])[CH3:24])[CH:20]([CH3:21])[CH3:22])=[CH:14][C:9]=1[NH:8][C:2](=[O:3])[O:4][CH2:5][CH:6]=[CH2:7])=[O:29])([C:43]([CH3:44])([CH3:46])[CH3:45])([CH3:41])[CH3:42]. The yield is 1.00.